Dataset: Full USPTO retrosynthesis dataset with 1.9M reactions from patents (1976-2016). Task: Predict the reactants needed to synthesize the given product. (1) Given the product [N:4]1[CH:5]=[CH:6][CH:7]=[C:2]([C:1](=[O:9])[CH2:14][C:15](=[O:16])[CH3:17])[CH:3]=1, predict the reactants needed to synthesize it. The reactants are: [C:1]([O:9]CC)(=O)[C:2]1[CH:7]=[CH:6][CH:5]=[N:4][CH:3]=1.[H-].[Na+].[CH3:14][C:15]([CH3:17])=[O:16].Cl. (2) Given the product [C:41]([C:38]1[CH:39]=[CH:40][C:35]([C:32]2[CH:33]=[CH:34][C:29]([C:27]3[NH:20][C:19]4[CH:21]=[CH:22][C:23]([C:25]#[N:26])=[CH:24][C:18]=4[N:17]=3)=[CH:30][CH:31]=2)=[C:36]([CH3:43])[CH:37]=1)#[N:42], predict the reactants needed to synthesize it. The reactants are: C(C1C=CC(C2C=CC(O)=C(C3[NH:20][C:19]4[CH:21]=[CH:22][C:23]([C:25]#[N:26])=[CH:24][C:18]=4[N:17]=3)C=2)=CC=1)#N.[CH:27]([C:29]1[CH:34]=[CH:33][C:32]([C:35]2[CH:40]=[CH:39][C:38]([C:41]#[N:42])=[CH:37][C:36]=2[CH3:43])=[CH:31][CH:30]=1)=O.C(C1C=C(C2C=CC=C(C#N)C=2)C=CC=1O)=O. (3) Given the product [NH:13]1[C:14]2[C:10](=[CH:9][CH:8]=[C:7]([NH:6][C:4](=[O:5])[C:3]3[CH:23]=[CH:24][CH:25]=[CH:26][C:2]=3[N:1]3[C:38](=[O:37])[C:33]4[C:34](=[CH:40][CH:41]=[C:31]([C:27]([CH3:29])([CH3:28])[CH3:30])[CH:32]=4)[C:35]3=[O:36])[CH:15]=2)[CH:11]=[N:12]1, predict the reactants needed to synthesize it. The reactants are: [NH2:1][C:2]1[CH:26]=[CH:25][CH:24]=[CH:23][C:3]=1[C:4]([NH:6][C:7]1[CH:15]=[C:14]2[C:10]([CH:11]=[N:12][N:13]2C(OC(C)(C)C)=O)=[CH:9][CH:8]=1)=[O:5].[C:27]([C:31]1[CH:32]=[C:33]2[C:38](=O)[O:37][C:35](=[O:36])[C:34]2=[CH:40][CH:41]=1)([CH3:30])([CH3:29])[CH3:28]. (4) Given the product [Br:8][C:5]1[N:4]=[C:3]2[C:2](=[N:7][CH:6]=1)[N:1]=[CH:19][N:11]([C:12]1[CH:17]=[CH:16][CH:15]=[C:14]([F:18])[CH:13]=1)[C:9]2=[O:10], predict the reactants needed to synthesize it. The reactants are: [NH2:1][C:2]1[C:3]([C:9]([NH:11][C:12]2[CH:17]=[CH:16][CH:15]=[C:14]([F:18])[CH:13]=2)=[O:10])=[N:4][C:5]([Br:8])=[CH:6][N:7]=1.[CH3:19]C(OC(C)=O)=O. (5) Given the product [Cl:1][S:2]([C:5]1[CH:6]=[C:7]([C:15]([OH:17])=[O:16])[C:8]2[O:13][CH2:12][CH2:11][NH:21][C:9]=2[CH:14]=1)(=[O:4])=[O:3], predict the reactants needed to synthesize it. The reactants are: [Cl:1][S:2]([C:5]1[CH:6]=[C:7]([C:15]([OH:17])=[O:16])[C:8]2[O:13][CH2:12][CH2:11]O[C:9]=2[CH:14]=1)(=[O:4])=[O:3].O1CC[NH:21]C2C=CC=C(C(O)=O)C1=2.ClS(O)(=O)=O. (6) Given the product [C:19]([C@H:16]1[CH2:17][CH2:18][C@H:13]([O:12][C:7]2[CH:8]=[C:9]3[C:4](=[CH:5][CH:6]=2)[CH:3]=[C:2]([CH:31]=[O:32])[CH:11]=[CH:10]3)[CH2:14][CH2:15]1)([CH3:22])([CH3:21])[CH3:20], predict the reactants needed to synthesize it. The reactants are: Br[C:2]1[CH:11]=[CH:10][C:9]2[C:4](=[CH:5][CH:6]=[C:7]([O:12][C@H:13]3[CH2:18][CH2:17][C@H:16]([C:19]([CH3:22])([CH3:21])[CH3:20])[CH2:15][CH2:14]3)[CH:8]=2)[CH:3]=1.[Li]CCCC.CN([CH:31]=[O:32])C.Cl. (7) Given the product [F:22][C:19]1[CH:20]=[CH:21][C:16]([S:13]([NH:12][C:8]2[CH:7]=[CH:6][CH:5]=[C:4]3[C:9]=2[CH:10]=[CH:11][C:2]([NH:23][C@H:24]2[C:32]4[C:27](=[CH:28][CH:29]=[CH:30][CH:31]=4)[CH2:26][CH2:25]2)=[N:3]3)(=[O:15])=[O:14])=[CH:17][CH:18]=1, predict the reactants needed to synthesize it. The reactants are: Cl[C:2]1[CH:11]=[CH:10][C:9]2[C:4](=[CH:5][CH:6]=[CH:7][C:8]=2[NH:12][S:13]([C:16]2[CH:21]=[CH:20][C:19]([F:22])=[CH:18][CH:17]=2)(=[O:15])=[O:14])[N:3]=1.[NH2:23][C@H:24]1[C:32]2[C:27](=[CH:28][CH:29]=[CH:30][CH:31]=2)[CH2:26][CH2:25]1. (8) Given the product [CH2:18]([C:13]1[C:12]([CH2:11][O:10][C:7]2[CH:8]=[CH:9][C:4]([C:3]([NH:26][CH:23]3[CH2:25][CH2:24]3)=[O:22])=[CH:5][N:6]=2)=[C:16]([CH3:17])[O:15][N:14]=1)[CH2:19][CH2:20][CH3:21], predict the reactants needed to synthesize it. The reactants are: CO[C:3](=[O:22])[C:4]1[CH:9]=[CH:8][C:7]([O:10][CH2:11][C:12]2[C:13]([CH2:18][CH2:19][CH2:20][CH3:21])=[N:14][O:15][C:16]=2[CH3:17])=[N:6][CH:5]=1.[CH:23]1([NH2:26])[CH2:25][CH2:24]1.